This data is from Catalyst prediction with 721,799 reactions and 888 catalyst types from USPTO. The task is: Predict which catalyst facilitates the given reaction. (1) Reactant: Cl.C(N=C=NCCCN(C)C)C.[CH2:13]([N:15]([CH2:18][CH3:19])[CH2:16][CH3:17])[CH3:14].[CH:20]([C:22]1[NH:26][C:25]([CH3:27])=[C:24]([C:28]([OH:30])=O)[C:23]=1[CH3:31])=[O:21].O[N:33]1[C:37]2C=CC=C[C:36]=2[N:35]=N1.[OH2:42]. Product: [CH2:13]([N:15]([CH2:18][CH3:19])[CH2:16][CH2:17][NH:35][C:36](=[O:42])[CH2:37][NH:33][C:28]([C:24]1[C:23]([CH3:31])=[C:22]([CH:20]=[O:21])[NH:26][C:25]=1[CH3:27])=[O:30])[CH3:14]. The catalyst class is: 3. (2) Reactant: [H-].[Na+].[NH:3]([C:7]1[CH:12]=[CH:11][C:10]([OH:13])=[CH:9][CH:8]=1)[C:4]([CH3:6])=[O:5].[N+:14]([O:17][CH2:18][CH2:19][CH2:20][C:21](Cl)=[O:22])([O-:16])=[O:15]. Product: [N+:14]([O:17][CH2:18][CH2:19][CH2:20][C:21]([O:13][C:10]1[CH:11]=[CH:12][C:7]([NH:3][C:4](=[O:5])[CH3:6])=[CH:8][CH:9]=1)=[O:22])([O-:16])=[O:15]. The catalyst class is: 1. (3) The catalyst class is: 2. Reactant: [CH3:1][C:2]([O:5][C:6]([NH:8][CH2:9][C:10]([OH:12])=O)=[O:7])([CH3:4])[CH3:3].C[C@@H](O)[C@@H]1NC(=O)[C@H](CCN)NC(=O)[C@H](CCN)NC(=O)[C@H](CC(C)C)NC(=O)[C@@H](CC2C=CC=CC=2)NC(=O)[C@H](CCN)NC(=O)[C@@H](NC([C@@H](N)CCN)=O)CCNC1=O.OS(O)(=O)=O.CN(C(ON1N=NC2C=CC=NC1=2)=[N+](C)C)C.F[P-](F)(F)(F)(F)F.C(N(CC)C(C)C)(C)C.[CH3:112][C:113]([CH3:133])=[CH:114][CH2:115][CH2:116]/[C:117](/[CH3:132])=[CH:118]/[CH2:119][CH2:120]/[C:121](/[CH3:131])=[CH:122]/[CH2:123][S:124][CH2:125][C@H:126]([NH2:130])[C:127]([OH:129])=[O:128]. Product: [CH3:4][C:2]([CH3:1])([O:5][C:6](=[O:7])[NH:8][CH2:9][C:10](=[O:12])[NH:130][C@H:126]([C:127]([OH:129])=[O:128])[CH2:125][S:124][CH2:123]/[CH:122]=[C:121](\[CH3:131])/[CH2:120][CH2:119]/[CH:118]=[C:117](\[CH3:132])/[CH2:116][CH2:115][CH:114]=[C:113]([CH3:133])[CH3:112])[CH3:3]. (4) The catalyst class is: 10. Product: [C:16]([C:6]1[C:5]2[C:9](=[CH:10][C:2]([CH3:1])=[CH:3][N:4]=2)[NH:8][CH:7]=1)#[N:15]. Reactant: [CH3:1][C:2]1[CH:10]=[C:9]2[C:5]([CH:6]=[CH:7][NH:8]2)=[N:4][CH:3]=1.ClS([N:15]=[C:16]=O)(=O)=O.CN(C=O)C. (5) The catalyst class is: 7. Product: [C:28]([C:23]1[CH:24]=[CH:25][CH:26]=[CH:27][C:22]=1[C:19]1[CH:20]=[CH:21][C:16]([CH2:15][CH:5]([C:4](=[O:3])[CH2:11][CH2:12][CH3:13])[C:6]([O:8][CH2:9][CH3:10])=[O:7])=[CH:17][C:18]=1[N+:30]([O-:32])=[O:31])#[N:29]. Reactant: [H-].[Na+].[O:3]=[C:4]([CH2:11][CH2:12][CH3:13])[CH2:5][C:6]([O:8][CH2:9][CH3:10])=[O:7].Br[CH2:15][C:16]1[CH:21]=[CH:20][C:19]([C:22]2[C:23]([C:28]#[N:29])=[CH:24][CH:25]=[CH:26][CH:27]=2)=[C:18]([N+:30]([O-:32])=[O:31])[CH:17]=1.Cl. (6) Reactant: [C:1]([O:9][C:10]1([CH2:13]O)[CH2:12][CH2:11]1)(=[O:8])[C:2]1[CH:7]=[CH:6][CH:5]=[CH:4][CH:3]=1.[Cl:15][C:16]1[CH:24]=[CH:23][CH:22]=[C:21]2[C:17]=1[C:18]([C:25]([NH:27][CH2:28][CH:29]1[CH2:34][CH2:33][C:32]([F:36])([F:35])[CH2:31][CH2:30]1)=[O:26])=[CH:19][NH:20]2.C(C=P(CCCC)(CCCC)CCCC)#N. Product: [C:1]([O:9][C:10]1([CH2:13][N:20]2[C:21]3[C:17](=[C:16]([Cl:15])[CH:24]=[CH:23][CH:22]=3)[C:18]([C:25](=[O:26])[NH:27][CH2:28][CH:29]3[CH2:30][CH2:31][C:32]([F:35])([F:36])[CH2:33][CH2:34]3)=[CH:19]2)[CH2:11][CH2:12]1)(=[O:8])[C:2]1[CH:3]=[CH:4][CH:5]=[CH:6][CH:7]=1. The catalyst class is: 11. (7) Reactant: [C:1]([O:5][C:6]([N:8]1[CH2:12][CH:11]=[C:10]([C:13]2[N:18]=[C:17]([C:19]3[CH:24]=[CH:23][C:22]([O:25][C:26]4[CH:31]=[CH:30][CH:29]=[CH:28][CH:27]=4)=[CH:21][CH:20]=3)[C:16]([C:32](=[O:34])[NH2:33])=[CH:15][N:14]=2)[CH2:9]1)=[O:7])([CH3:4])([CH3:3])[CH3:2]. Product: [C:1]([O:5][C:6]([N:8]1[CH2:12][CH2:11][CH:10]([C:13]2[N:18]=[C:17]([C:19]3[CH:20]=[CH:21][C:22]([O:25][C:26]4[CH:27]=[CH:28][CH:29]=[CH:30][CH:31]=4)=[CH:23][CH:24]=3)[C:16]([C:32](=[O:34])[NH2:33])=[CH:15][N:14]=2)[CH2:9]1)=[O:7])([CH3:4])([CH3:2])[CH3:3]. The catalyst class is: 407. (8) Reactant: [C:1]([CH:3]([CH:7]1[C:11]([Cl:12])=[C:10](Cl)C(=O)O1)[C:4]([NH2:6])=[O:5])#[N:2].[Cl:15][C:16]1[CH:17]=[C:18]([CH:21]=[CH:22][CH:23]=1)[CH2:19][NH2:20].C(N(CC)CC)C. Product: [Cl:12][C:11]1[CH:7]=[C:3]([C:4]([NH2:6])=[O:5])[C:1](=[NH:2])[N:20]([CH2:19][C:18]2[CH:21]=[CH:22][CH:23]=[C:16]([Cl:15])[CH:17]=2)[CH:10]=1. The catalyst class is: 7. (9) Reactant: CC(=[N:4][OH:5])C.CC(C)([O-])C.[K+].[C:12]([C:14]1[CH:15]=[C:16]([CH:37]=[CH:38][C:39]=1F)[C:17]([NH:19][C:20]1[C:21]([NH:26][C:27](=[O:36])[C:28]2[CH:33]=[CH:32][C:31]([O:34][CH3:35])=[CH:30][CH:29]=2)=[CH:22][CH:23]=[CH:24][CH:25]=1)=[O:18])#[N:13]. Product: [NH2:13][C:12]1[C:14]2[CH:15]=[C:16]([C:17]([NH:19][C:20]3[C:21]([NH:26][C:27](=[O:36])[C:28]4[CH:33]=[CH:32][C:31]([O:34][CH3:35])=[CH:30][CH:29]=4)=[CH:22][CH:23]=[CH:24][CH:25]=3)=[O:18])[CH:37]=[CH:38][C:39]=2[O:5][N:4]=1. The catalyst class is: 198. (10) Reactant: C(=O)([O-])[O-].[K+].[K+].I[CH2:8][CH2:9][CH3:10].[Br:11][C:12]1[CH:13]=[C:14]([SH:18])[CH:15]=[CH:16][CH:17]=1. Product: [Br:11][C:12]1[CH:17]=[CH:16][CH:15]=[C:14]([S:18][CH2:8][CH2:9][CH3:10])[CH:13]=1. The catalyst class is: 21.